Dataset: NCI-60 drug combinations with 297,098 pairs across 59 cell lines. Task: Regression. Given two drug SMILES strings and cell line genomic features, predict the synergy score measuring deviation from expected non-interaction effect. (1) Drug 1: C1=CC(=CC=C1C#N)C(C2=CC=C(C=C2)C#N)N3C=NC=N3. Drug 2: C1=NC2=C(N=C(N=C2N1C3C(C(C(O3)CO)O)F)Cl)N. Cell line: NCI-H522. Synergy scores: CSS=-5.85, Synergy_ZIP=0.299, Synergy_Bliss=-1.61, Synergy_Loewe=-16.0, Synergy_HSA=-8.48. (2) Drug 1: C1C(C(OC1N2C=NC3=C(N=C(N=C32)Cl)N)CO)O. Drug 2: CC1=C(C(=CC=C1)Cl)NC(=O)C2=CN=C(S2)NC3=CC(=NC(=N3)C)N4CCN(CC4)CCO. Cell line: SN12C. Synergy scores: CSS=43.8, Synergy_ZIP=-0.718, Synergy_Bliss=-1.30, Synergy_Loewe=-9.60, Synergy_HSA=-3.16. (3) Drug 1: COC1=C(C=C2C(=C1)N=CN=C2NC3=CC(=C(C=C3)F)Cl)OCCCN4CCOCC4. Drug 2: C1=CC(=CC=C1C#N)C(C2=CC=C(C=C2)C#N)N3C=NC=N3. Cell line: RPMI-8226. Synergy scores: CSS=19.8, Synergy_ZIP=-4.79, Synergy_Bliss=1.41, Synergy_Loewe=-6.98, Synergy_HSA=-1.86.